Task: Predict the reaction yield, written as a fraction of the theoretical maximum amount of product (1.0 means a 100% yield; for example, 0.34 means a 34% yield).. Dataset: Reaction yield outcomes from USPTO patents with 853,638 reactions (1) The reactants are [C:1]([O:5][C:6](=[O:18])[NH:7][C:8]1[NH:12][C:11]2[CH:13]=[C:14]([NH2:17])[CH:15]=[CH:16][C:10]=2[N:9]=1)([CH3:4])([CH3:3])[CH3:2].C(N(CC)CC)C.[CH2:26]([CH:33]1[CH2:38][CH2:37][N:36]([C:39](=[O:43])[C:40](Cl)=[O:41])[CH2:35][CH2:34]1)[C:27]1[CH:32]=[CH:31][CH:30]=[CH:29][CH:28]=1. The catalyst is C(Cl)(Cl)Cl. The product is [C:1]([O:5][C:6](=[O:18])[NH:7][C:8]1[NH:9][C:10]2[CH:16]=[CH:15][C:14]([NH:17][C:40](=[O:41])[C:39]([N:36]3[CH2:35][CH2:34][CH:33]([CH2:26][C:27]4[CH:28]=[CH:29][CH:30]=[CH:31][CH:32]=4)[CH2:38][CH2:37]3)=[O:43])=[CH:13][C:11]=2[N:12]=1)([CH3:4])([CH3:2])[CH3:3]. The yield is 0.671. (2) The reactants are [NH2:1][C:2]1[C:3]([Cl:25])=[C:4]([C:21]([CH3:24])=[CH:22][CH:23]=1)[O:5][C:6]1[CH:7]=[CH:8][C:9]2[N:10]([CH:12]=[C:13]([NH:15][C:16]([CH:18]3[CH2:20][CH2:19]3)=[O:17])[N:14]=2)[N:11]=1.[F:26][C:27]([F:38])([F:37])[C:28]1[CH:29]=[C:30]([CH:34]=[CH:35][CH:36]=1)[C:31](Cl)=[O:32]. The catalyst is CN1CCCC1=O. The product is [Cl:25][C:3]1[C:4]([O:5][C:6]2[CH:7]=[CH:8][C:9]3[N:10]([CH:12]=[C:13]([NH:15][C:16]([CH:18]4[CH2:19][CH2:20]4)=[O:17])[N:14]=3)[N:11]=2)=[C:21]([CH3:24])[CH:22]=[CH:23][C:2]=1[NH:1][C:31](=[O:32])[C:30]1[CH:34]=[CH:35][CH:36]=[C:28]([C:27]([F:26])([F:37])[F:38])[CH:29]=1. The yield is 0.600. (3) The reactants are [C:1]1([CH2:7][C:8]([OH:10])=O)[CH:6]=[CH:5][CH:4]=[CH:3][CH:2]=1.[CH2:11]([NH2:15])[CH2:12][CH2:13][CH3:14]. The catalyst is S(=O)(=O)(O)O.CO. The product is [CH2:11]([NH:15][C:8](=[O:10])[CH2:7][C:1]1[CH:2]=[CH:3][CH:4]=[CH:5][CH:6]=1)[CH2:12][CH2:13][CH3:14]. The yield is 0.704. (4) The reactants are [C:1]1([C:7]2[O:11][N:10]=[CH:9][C:8]=2[CH2:12][CH2:13][C:14](OC)=[O:15])[CH:6]=[CH:5][CH:4]=[CH:3][CH:2]=1.[H-].C([Al+]CC(C)C)C(C)C.Cl. The catalyst is O1CCCC1. The product is [C:1]1([C:7]2[O:11][N:10]=[CH:9][C:8]=2[CH2:12][CH2:13][CH2:14][OH:15])[CH:2]=[CH:3][CH:4]=[CH:5][CH:6]=1. The yield is 0.990. (5) The reactants are [Br:1][C:2]1[CH:9]=[C:6]([CH:7]=O)[C:5]([OH:10])=[CH:4][CH:3]=1.Cl.[NH2:12]O.C([O-])=O.[Na+].C(OCC)(=O)C. The catalyst is C(O)=O. The product is [Br:1][C:2]1[CH:3]=[CH:4][C:5]([OH:10])=[C:6]([CH:9]=1)[C:7]#[N:12]. The yield is 0.950.